Dataset: Forward reaction prediction with 1.9M reactions from USPTO patents (1976-2016). Task: Predict the product of the given reaction. Given the reactants [CH2:1]([N:8]1[CH2:13][CH2:12][CH:11]([NH:14][C:15]2[CH:23]=[CH:22][C:18]([C:19]([NH2:21])=[O:20])=[C:17]([OH:24])[CH:16]=2)[CH2:10][CH2:9]1)[C:2]1[CH:7]=[CH:6][CH:5]=[CH:4][CH:3]=1.Br[CH2:26][CH2:27][CH3:28].C(=O)([O-])[O-].[K+].[K+].O, predict the reaction product. The product is: [CH2:1]([N:8]1[CH2:13][CH2:12][CH:11]([NH:14][C:15]2[CH:23]=[CH:22][C:18]([C:19]([NH2:21])=[O:20])=[C:17]([O:24][CH2:26][CH2:27][CH3:28])[CH:16]=2)[CH2:10][CH2:9]1)[C:2]1[CH:3]=[CH:4][CH:5]=[CH:6][CH:7]=1.